This data is from Full USPTO retrosynthesis dataset with 1.9M reactions from patents (1976-2016). The task is: Predict the reactants needed to synthesize the given product. (1) Given the product [C:23]([OH:33])(=[O:32])[C@H:24]([C:26]1[CH:31]=[CH:30][CH:29]=[CH:28][CH:27]=1)[OH:25].[CH3:1][O:2][C:3]1[CH:8]=[CH:7][C:6]([CH2:9][CH:10]([CH3:11])[NH:20][CH2:13][C:14]2[CH:19]=[CH:18][CH:17]=[CH:16][CH:15]=2)=[CH:5][CH:4]=1, predict the reactants needed to synthesize it. The reactants are: [CH3:1][O:2][C:3]1[CH:8]=[CH:7][C:6]([CH2:9][C:10](=O)[CH3:11])=[CH:5][CH:4]=1.[CH2:13]([NH2:20])[C:14]1[CH:19]=[CH:18][CH:17]=[CH:16][CH:15]=1.[H][H].[C:23]([OH:33])(=[O:32])[C@H:24]([C:26]1[CH:31]=[CH:30][CH:29]=[CH:28][CH:27]=1)[OH:25]. (2) Given the product [CH3:21][C:22]1[CH:27]=[CH:26][C:25]([S:28]([O:14][CH2:13][CH2:12][O:11][CH2:10][CH2:9][O:8][CH2:7][CH2:6][O:5][CH2:4][CH2:3][O:2][CH3:1])(=[O:30])=[O:29])=[CH:24][CH:23]=1, predict the reactants needed to synthesize it. The reactants are: [CH3:1][O:2][CH2:3][CH2:4][O:5][CH2:6][CH2:7][O:8][CH2:9][CH2:10][O:11][CH2:12][CH2:13][OH:14].N1C=CC=CC=1.[CH3:21][C:22]1[CH:27]=[CH:26][C:25]([S:28](Cl)(=[O:30])=[O:29])=[CH:24][CH:23]=1. (3) Given the product [F:23][C:24]1[CH:29]=[CH:28][C:27]([C:30]2[O:31][C:32]3[CH:42]=[C:41]([N:43]([CH3:48])[S:44]([CH3:47])(=[O:45])=[O:46])[C:40]([C:2]4[CH:3]=[CH:4][C:5]5[O:21][CH2:20][N:8]6[C:9]7[CH:10]=[CH:11][CH:12]=[C:13]([C:16]([O:18][CH3:19])=[O:17])[C:14]=7[CH:15]=[C:7]6[C:6]=5[N:22]=4)=[CH:39][C:33]=3[C:34]=2[C:35](=[O:36])[NH:37][CH3:38])=[CH:26][CH:25]=1, predict the reactants needed to synthesize it. The reactants are: Cl[C:2]1[CH:3]=[CH:4][C:5]2[O:21][CH2:20][N:8]3[C:9]4[CH:10]=[CH:11][CH:12]=[C:13]([C:16]([O:18][CH3:19])=[O:17])[C:14]=4[CH:15]=[C:7]3[C:6]=2[N:22]=1.[F:23][C:24]1[CH:29]=[CH:28][C:27]([C:30]2[O:31][C:32]3[CH:42]=[C:41]([N:43]([CH3:48])[S:44]([CH3:47])(=[O:46])=[O:45])[C:40](B4OC(C)(C)C(C)(C)O4)=[CH:39][C:33]=3[C:34]=2[C:35]([NH:37][CH3:38])=[O:36])=[CH:26][CH:25]=1.CC(C1C=C(C(C)C)C(C2C=CC=CC=2P(C2CCCCC2)C2CCCCC2)=C(C(C)C)C=1)C.[O-]P([O-])([O-])=O.[K+].[K+].[K+]. (4) Given the product [CH3:29][O:30][C:10]1[S:14][C:13]([C:15]([NH2:17])=[NH:16])=[CH:12][C:11]=1[C:18]1[S:19][CH:20]=[C:21]([C:23]2[CH:24]=[CH:25][CH:26]=[CH:27][CH:28]=2)[N:22]=1, predict the reactants needed to synthesize it. The reactants are: COC1C=CC=CC=1S[C:10]1[S:14][C:13]([C:15]([NH2:17])=[NH:16])=[CH:12][C:11]=1[C:18]1[S:19][CH:20]=[C:21]([C:23]2[CH:28]=[CH:27][CH:26]=[CH:25][CH:24]=2)[N:22]=1.[CH3:29][O:30]C1C=CC=CC=1SC1SC(C(OC)=O)=CC=1C1SC=C(C2C=CC=CC=2)N=1.